Dataset: Forward reaction prediction with 1.9M reactions from USPTO patents (1976-2016). Task: Predict the product of the given reaction. (1) The product is: [CH2:13]([C:17]1[N:18]=[C:19]([CH3:56])[N:20]([C:39]2[CH:40]=[C:41]3[C:45](=[CH:46][CH:47]=2)[CH2:44][CH2:43][CH:42]3[O:48][Si:49]([C:52]([CH3:55])([CH3:54])[CH3:53])([CH3:51])[CH3:50])[C:21](=[O:38])[C:22]=1[CH2:23][C:24]1[CH:25]=[CH:26][C:27]([C:30]2[CH:35]=[CH:34][CH:33]=[CH:32][C:31]=2[C:36]2[NH:3][C:4](=[O:7])[O:5][N:37]=2)=[CH:28][CH:29]=1)[CH2:14][CH2:15][CH3:16]. Given the reactants [Cl-].O[NH3+:3].[C:4](=[O:7])([O-])[OH:5].[Na+].CS(C)=O.[CH2:13]([C:17]1[N:18]=[C:19]([CH3:56])[N:20]([C:39]2[CH:40]=[C:41]3[C:45](=[CH:46][CH:47]=2)[CH2:44][CH2:43][CH:42]3[O:48][Si:49]([C:52]([CH3:55])([CH3:54])[CH3:53])([CH3:51])[CH3:50])[C:21](=[O:38])[C:22]=1[CH2:23][C:24]1[CH:29]=[CH:28][C:27]([C:30]2[C:31]([C:36]#[N:37])=[CH:32][CH:33]=[CH:34][CH:35]=2)=[CH:26][CH:25]=1)[CH2:14][CH2:15][CH3:16], predict the reaction product. (2) Given the reactants Cl[C:2]1[CH:3]=[CH:4][C:5]2[N:6]([C:8]([C:11]3[CH:16]=[CH:15][CH:14]=[CH:13][C:12]=3[F:17])=[N:9][N:10]=2)[N:7]=1.O.[SH-:19].[Na+], predict the reaction product. The product is: [F:17][C:12]1[CH:13]=[CH:14][CH:15]=[CH:16][C:11]=1[C:8]1[N:6]2[N:7]=[C:2]([SH:19])[CH:3]=[CH:4][C:5]2=[N:10][N:9]=1. (3) Given the reactants [Cl:1][C:2]1[C:19]([C:20]([F:23])([F:22])[F:21])=[CH:18][CH:17]=[CH:16][C:3]=1[CH2:4][N:5]1[CH:10]([CH:11]2[CH2:13][CH2:12]2)[CH2:9][NH:8][C:7](=[O:14])[C:6]1=[O:15].[C:24](=O)([O-])[O-].[Na+].[Na+].F[B-](F)(F)F.C([O+](CC)CC)C, predict the reaction product. The product is: [Cl:1][C:2]1[C:19]([C:20]([F:23])([F:21])[F:22])=[CH:18][CH:17]=[CH:16][C:3]=1[CH2:4][N:5]1[CH:10]([CH:11]2[CH2:12][CH2:13]2)[CH2:9][N:8]=[C:7]([O:14][CH3:24])[C:6]1=[O:15]. (4) Given the reactants [F:1][C:2]([F:11])([F:10])[C:3]1[CH:4]=[C:5]([NH2:9])[CH:6]=[N:7][CH:8]=1.N1C=CC=CC=1.Cl[C:19]([O:21][C:22]1[CH:27]=[CH:26][CH:25]=[CH:24][CH:23]=1)=[O:20], predict the reaction product. The product is: [C:22]1([O:21][C:19](=[O:20])[NH:9][C:5]2[CH:6]=[N:7][CH:8]=[C:3]([C:2]([F:1])([F:10])[F:11])[CH:4]=2)[CH:27]=[CH:26][CH:25]=[CH:24][CH:23]=1. (5) Given the reactants Cl[C:2]1[N:6]([CH2:7][C:8]2[CH:13]=[CH:12][C:11]([O:14][CH3:15])=[CH:10][CH:9]=2)[N:5]=[C:4]([S:16]([CH3:19])(=[O:18])=[O:17])[N:3]=1.[Cl:20][C:21]1[CH:22]=[C:23]([CH:25]=[C:26]([Cl:28])[CH:27]=1)[NH2:24].CC([O-])(C)C.[Na+], predict the reaction product. The product is: [Cl:20][C:21]1[CH:22]=[C:23]([NH:24][C:2]2[N:6]([CH2:7][C:8]3[CH:13]=[CH:12][C:11]([O:14][CH3:15])=[CH:10][CH:9]=3)[N:5]=[C:4]([S:16]([CH3:19])(=[O:18])=[O:17])[N:3]=2)[CH:25]=[C:26]([Cl:28])[CH:27]=1. (6) Given the reactants [NH2:1][C:2]1[CH:9]=[CH:8][C:7]([S:10][C:11]#[N:12])=[CH:6][C:3]=1[C:4]#[N:5].[H+].[B-:14]([F:18])([F:17])([F:16])[F:15].[N:19]([O-])=O.[Na+], predict the reaction product. The product is: [F:15][B-:14]([F:18])([F:17])[F:16].[C:4]([C:3]1[CH:6]=[C:7]([S:10][C:11]#[N:12])[CH:8]=[CH:9][C:2]=1[N+:1]#[N:19])#[N:5]. (7) The product is: [Cl:17][C:15]1[N:14]=[CH:13][N:12]=[C:11]([CH2:10][OH:9])[CH:16]=1. Given the reactants C([O:9][CH2:10][C:11]1[CH:16]=[C:15]([Cl:17])[N:14]=[CH:13][N:12]=1)(=O)C1C=CC=CC=1.C[O-].[Na+], predict the reaction product.